Dataset: Reaction yield outcomes from USPTO patents with 853,638 reactions. Task: Predict the reaction yield, written as a fraction of the theoretical maximum amount of product (1.0 means a 100% yield; for example, 0.34 means a 34% yield). (1) The reactants are [C:1]([O:5][C:6](=[O:19])[CH2:7][CH:8]([NH:12][C:13]([O:15][CH2:16][CH:17]=[CH2:18])=[O:14])[C:9]([OH:11])=O)([CH3:4])([CH3:3])[CH3:2].Cl.[CH3:21][O:22][NH:23][CH3:24].CN1CCOCC1.Cl.CN(C)CCCN=C=NCC. The catalyst is C(Cl)Cl. The product is [C:1]([O:5][C:6](=[O:19])[CH2:7][CH:8]([NH:12][C:13]([O:15][CH2:16][CH:17]=[CH2:18])=[O:14])[C:9]([N:23]([O:22][CH3:21])[CH3:24])=[O:11])([CH3:2])([CH3:3])[CH3:4]. The yield is 0.810. (2) The reactants are [F:1][C:2]([F:30])([C:14]1[N:18]2[CH:19]=[C:20]([C:24]3[CH:25]=[N:26][N:27]([CH3:29])[CH:28]=3)[CH:21]=[C:22]([F:23])[C:17]2=[N:16][N:15]=1)[C:3]1[CH:4]=[C:5]2[C:10](=[CH:11][CH:12]=1)[N:9]=[CH:8][C:7]([OH:13])=[CH:6]2.C1(P(C2C=CC=CC=2)C2C=CC=CC=2)C=CC=CC=1.O[CH2:51][CH2:52][CH2:53][N:54]1[CH2:59][CH2:58][O:57][CH2:56][CH2:55]1.N(C(OC(C)(C)C)=O)=NC(OC(C)(C)C)=O. The catalyst is CO.C(Cl)Cl.C1COCC1. The product is [F:30][C:2]([F:1])([C:14]1[N:18]2[CH:19]=[C:20]([C:24]3[CH:25]=[N:26][N:27]([CH3:29])[CH:28]=3)[CH:21]=[C:22]([F:23])[C:17]2=[N:16][N:15]=1)[C:3]1[CH:4]=[C:5]2[C:10](=[CH:11][CH:12]=1)[N:9]=[CH:8][C:7]([O:13][CH2:51][CH2:52][CH2:53][N:54]1[CH2:59][CH2:58][O:57][CH2:56][CH2:55]1)=[CH:6]2. The yield is 0.330. (3) The reactants are [CH3:1][O:2][C:3](=[O:13])[C:4]1[CH:9]=[CH:8][C:7]([NH:10][CH2:11][CH3:12])=[N:6][CH:5]=1.[H-].[Na+].BrCC1C=CC=CC=1[CH:24]([SH:31])[C:25]1[CH:30]=[CH:29][CH:28]=[CH:27][CH:26]=1. The catalyst is CN(C=O)C. The product is [CH3:1][O:2][C:3](=[O:13])[C:4]1[CH:9]=[CH:8][C:7]([NH:10][CH2:11][CH2:12][CH2:24][C:25]2[CH:30]=[CH:29][CH:28]=[CH:27][C:26]=2[S:31][CH2:24][C:25]2[CH:26]=[CH:27][CH:28]=[CH:29][CH:30]=2)=[N:6][CH:5]=1. The yield is 0.700. (4) The reactants are [C:1]([O:5][C:6](=[O:31])[NH:7][C@H:8]([C:16]1[N:17]([CH2:22][C:23]2[CH:28]=[CH:27][C:26]([O:29][CH3:30])=[CH:25][CH:24]=2)[C:18](Br)=[CH:19][N:20]=1)[CH2:9][C:10]1[CH:15]=[CH:14][CH:13]=[CH:12][CH:11]=1)([CH3:4])([CH3:3])[CH3:2].COC1C=CC(CCl)=CC=1. The catalyst is CN(C=O)C. The product is [C:1]([O:5][C:6](=[O:31])[NH:7][C@H:8]([C:16]1[N:17]([CH2:22][C:23]2[CH:28]=[CH:27][C:26]([O:29][CH3:30])=[CH:25][CH:24]=2)[CH:18]=[CH:19][N:20]=1)[CH2:9][C:10]1[CH:11]=[CH:12][CH:13]=[CH:14][CH:15]=1)([CH3:3])([CH3:4])[CH3:2]. The yield is 0.740. (5) The reactants are I.[NH2:2][CH2:3][CH2:4][NH:5][C:6]1[C:7]([C:11]2[N:15]([C:16]3[CH:17]=[CH:18][C:19]([F:24])=[C:20]([CH:23]=3)[C:21]#[N:22])C(=O)[O:13][N:12]=2)=[N:8][O:9][N:10]=1.[S:26](N)([NH2:29])(=[O:28])=[O:27].[OH-].[Na+].O. The catalyst is N1C=CC=CC=1. The product is [NH2:29][S:26]([NH:2][CH2:3][CH2:4][NH:5][C:6]1[C:7]([C:11](=[N:12][OH:13])[NH:15][C:16]2[CH:17]=[CH:18][C:19]([F:24])=[C:20]([C:21]#[N:22])[CH:23]=2)=[N:8][O:9][N:10]=1)(=[O:28])=[O:27]. The yield is 0.290.